The task is: Predict the reaction yield, written as a fraction of the theoretical maximum amount of product (1.0 means a 100% yield; for example, 0.34 means a 34% yield).. This data is from Reaction yield outcomes from USPTO patents with 853,638 reactions. (1) The reactants are [F:1][C:2]1[CH:3]=[C:4]([CH3:13])[C:5]([O:11][CH3:12])=[C:6]([CH:8]([OH:10])[CH3:9])[CH:7]=1.[Cr](Cl)([O-])(=O)=O.[NH+]1C=CC=CC=1.C(OCC)C. The catalyst is CC(C)=O. The product is [F:1][C:2]1[CH:3]=[C:4]([CH3:13])[C:5]([O:11][CH3:12])=[C:6]([C:8](=[O:10])[CH3:9])[CH:7]=1. The yield is 0.980. (2) The reactants are Br[C:2]1[CH:3]=[C:4]([C:13]([O:15][CH3:16])=[O:14])[C:5]2[CH:6]=[CH:7][C:8](=[O:12])[O:9][C:10]=2[CH:11]=1.Cl[CH2:18]Cl.C1COCC1.C[Zn]C.C1(C)C=CC=CC=1.CN(C)CCO. No catalyst specified. The product is [CH3:18][C:2]1[CH:3]=[C:4]([C:13]([O:15][CH3:16])=[O:14])[C:5]2[CH:6]=[CH:7][C:8](=[O:12])[O:9][C:10]=2[CH:11]=1. The yield is 0.940. (3) The reactants are C1C=CC(P(C2C=CC=CC=2)C2C=CC=CC=2)=CC=1.[CH3:20][CH2:21][O:22]C(/N=N/C(OCC)=O)=O.[C:32]([N:39]1[CH2:43][C@@H:42](O)[C@@H:41]([NH:45][S:46]([C:49]2[CH:54]=[CH:53][C:52]([O:55][C:56]3[CH:61]=[CH:60][CH:59]=[CH:58][CH:57]=3)=[CH:51][CH:50]=2)(=[O:48])=[O:47])[CH2:40]1)([O:34][C:35]([CH3:38])([CH3:37])[CH3:36])=[O:33].[S:62]1C=CC=C1CC(O)=O. The catalyst is C1COCC1. The product is [C:32]([N:39]1[CH2:43][C@H:42]([S:62][C:21](=[O:22])[CH3:20])[C@@H:41]([NH:45][S:46]([C:49]2[CH:54]=[CH:53][C:52]([O:55][C:56]3[CH:57]=[CH:58][CH:59]=[CH:60][CH:61]=3)=[CH:51][CH:50]=2)(=[O:47])=[O:48])[CH2:40]1)([O:34][C:35]([CH3:38])([CH3:37])[CH3:36])=[O:33]. The yield is 0.810. (4) The reactants are [CH3:1][O:2][C:3]([C:5]1[C:6]2[CH:7]=[CH:8][CH:9]=[N:10][C:11]=2[C:12]([O:27]C(C2C=CC=CC=2)C2C=CC=CC=2)=[C:13]2[C:17](=[O:18])[N:16]([CH2:19][C:20]3[CH:25]=[CH:24][C:23]([F:26])=[CH:22][CH:21]=3)[CH2:15][C:14]=12)=[O:4].C(O)(C(F)(F)F)=O.C([SiH](CC)CC)C. The catalyst is ClCCl. The product is [CH3:1][O:2][C:3]([C:5]1[C:6]2[CH:7]=[CH:8][CH:9]=[N:10][C:11]=2[C:12]([OH:27])=[C:13]2[C:17](=[O:18])[N:16]([CH2:19][C:20]3[CH:21]=[CH:22][C:23]([F:26])=[CH:24][CH:25]=3)[CH2:15][C:14]=12)=[O:4]. The yield is 1.00. (5) The reactants are O=P(Cl)(Cl)Cl.[CH3:6][N:7]1[C:15]2[C:10](=[CH:11][CH:12]=[CH:13][CH:14]=2)[CH:9]=[C:8]1[CH3:16].[OH-].[Na+].CN([CH:22]=[O:23])C. The catalyst is O. The product is [CH3:6][N:7]1[C:15]2[C:10](=[CH:11][CH:12]=[CH:13][CH:14]=2)[C:9]([CH:22]=[O:23])=[C:8]1[CH3:16]. The yield is 0.970. (6) The yield is 0.670. The product is [Br:1][C:2]1[CH:3]=[CH:4][C:5]([CH:8]2[N:12]([CH3:16])[C:11](=[O:13])[CH2:10][CH2:9]2)=[CH:6][CH:7]=1. The reactants are [Br:1][C:2]1[CH:7]=[CH:6][C:5]([CH:8]2[NH:12][C:11](=[O:13])[CH2:10][CH2:9]2)=[CH:4][CH:3]=1.[H-].[Na+].[CH3:16]I. The catalyst is CN(C)C=O.